The task is: Predict the product of the given reaction.. This data is from Forward reaction prediction with 1.9M reactions from USPTO patents (1976-2016). (1) Given the reactants [Cl:1][C:2]1[CH:3]=[C:4]([CH:7]=[CH:8][CH:9]=1)[CH:5]=O.Cl.Cl.[NH2:12][CH2:13][C:14]([NH:16][C:17]1[CH:18]=[C:19]2[C:24](=[CH:25][CH:26]=1)[CH:23]=[N:22][CH:21]=[CH:20]2)=[O:15].CCN(C(C)C)C(C)C.[BH3-]C#N.[Na+], predict the reaction product. The product is: [CH:23]1[C:24]2[C:19](=[CH:18][C:17]([NH:16][C:14](=[O:15])[CH2:13][NH:12][CH2:5][C:4]3[CH:7]=[CH:8][CH:9]=[C:2]([Cl:1])[CH:3]=3)=[CH:26][CH:25]=2)[CH:20]=[CH:21][N:22]=1. (2) Given the reactants Cl[C:2]([O:4][CH3:5])=[O:3].CCN(C(C)C)C(C)C.[Cl:15][C:16]1[CH:21]=[CH:20][CH:19]=[C:18]([Cl:22])[C:17]=1[C:23]1[S:24][C:25]2[C:26]([NH2:33])=[N:27][CH:28]=[C:29]([F:32])[C:30]=2[N:31]=1, predict the reaction product. The product is: [CH3:5][O:4][C:2](=[O:3])[NH:33][C:26]1[C:25]2[S:24][C:23]([C:17]3[C:18]([Cl:22])=[CH:19][CH:20]=[CH:21][C:16]=3[Cl:15])=[N:31][C:30]=2[C:29]([F:32])=[CH:28][N:27]=1. (3) Given the reactants Cl[CH2:2][C:3]1[O:7][C:6]([C:8]2[CH:13]=[CH:12][C:11]([C:14]([F:17])([F:16])[F:15])=[CH:10][CH:9]=2)=[N:5][C:4]=1[CH3:18].C([O-])([O-])=O.[Cs+].[Cs+].[CH2:25]([O:27][C:28](=[O:39])[CH2:29][O:30][C:31]1[CH:36]=[CH:35][C:34]([SH:37])=[CH:33][C:32]=1[CH3:38])[CH3:26].O, predict the reaction product. The product is: [CH2:25]([O:27][C:28](=[O:39])[CH2:29][O:30][C:31]1[CH:36]=[CH:35][C:34]([S:37][CH2:2][C:3]2[O:7][C:6]([C:8]3[CH:13]=[CH:12][C:11]([C:14]([F:17])([F:16])[F:15])=[CH:10][CH:9]=3)=[N:5][C:4]=2[CH3:18])=[CH:33][C:32]=1[CH3:38])[CH3:26]. (4) Given the reactants FC(F)(F)C(O[Si](C)(C)C)=O.[NH2:12][C:13]1[CH:14]=[CH:15][C:16]([CH2:20][C:21]([O:23][CH2:24][CH3:25])=[O:22])=[N:17][C:18]=1[CH3:19].[CH:26](OCC)(OCC)OCC.[N:36]([Si](C)(C)C)=[N+:37]=[N-:38], predict the reaction product. The product is: [CH3:19][C:18]1[N:17]=[C:16]([CH2:20][C:21]([O:23][CH2:24][CH3:25])=[O:22])[CH:15]=[CH:14][C:13]=1[N:12]1[CH:26]=[N:36][N:37]=[N:38]1. (5) Given the reactants [CH3:1][N:2]([CH2:4][C:5]1[C:10]([OH:11])=[CH:9][CH:8]=[CH:7][N:6]=1)[CH3:3].[I:12][CH3:13], predict the reaction product. The product is: [I-:12].[OH:11][C:10]1[C:5]([CH2:4][N+:2]([CH3:13])([CH3:1])[CH3:3])=[N:6][CH:7]=[CH:8][CH:9]=1. (6) Given the reactants Cl[CH2:2][C:3](=O)[CH3:4].[Br-].[Li+].C[O:9][C:10](=[O:20])[CH2:11][CH2:12][C:13]1[CH:18]=[CH:17][C:16]([F:19])=[CH:15][N:14]=1, predict the reaction product. The product is: [F:19][C:16]1[CH:17]=[CH:18][C:13]2[N:14]([CH:2]=[C:3]([CH3:4])[C:12]=2[CH2:11][C:10]([OH:9])=[O:20])[CH:15]=1. (7) The product is: [CH3:24][N:25]1[CH:29]=[C:28]([C:2]2[N:3]=[C:4]([N:18]3[CH2:23][CH2:22][O:21][CH2:20][CH2:19]3)[C:5]3[N:11]=[C:10]([C:12]([O:14][CH3:15])=[O:13])[CH:9]=[C:8]([S:16][CH3:17])[C:6]=3[N:7]=2)[CH:27]=[N:26]1. Given the reactants Cl[C:2]1[N:3]=[C:4]([N:18]2[CH2:23][CH2:22][O:21][CH2:20][CH2:19]2)[C:5]2[N:11]=[C:10]([C:12]([O:14][CH3:15])=[O:13])[CH:9]=[C:8]([S:16][CH3:17])[C:6]=2[N:7]=1.[CH3:24][N:25]1[CH:29]=[C:28](B2OC(C)(C)C(C)(C)O2)[CH:27]=[N:26]1.C(=O)([O-])[O-].[Cs+].[Cs+], predict the reaction product. (8) Given the reactants Br[C:2]1[C:3]([CH3:29])=[C:4]([C:15]([NH:18][S:19]([C:22]2[CH:27]=[CH:26][C:25]([F:28])=[CH:24][CH:23]=2)(=[O:21])=[O:20])=[CH:16][CH:17]=1)[C:5]([O:7]CC1C=CC=CC=1)=[O:6].P([O-])([O-])([O-])=O.[K+].[K+].[K+].[CH2:38](B(O)O)[CH2:39][CH2:40][CH3:41].C1(C)C=CC=CC=1, predict the reaction product. The product is: [CH2:38]([C:2]1[C:3]([CH3:29])=[C:4]([C:15]([NH:18][S:19]([C:22]2[CH:27]=[CH:26][C:25]([F:28])=[CH:24][CH:23]=2)(=[O:20])=[O:21])=[CH:16][CH:17]=1)[C:5]([OH:7])=[O:6])[CH2:39][CH2:40][CH3:41]. (9) Given the reactants [C:1]([C:3]1[CH:8]=[CH:7][C:6]([CH2:9][CH2:10][N:11]2[CH2:18][CH2:17][C:14]3([CH2:16][O:15]3)[CH2:13][CH2:12]2)=[CH:5][CH:4]=1)#[N:2].[NH2:19][C:20]1[CH:29]=[CH:28][C:23]([C:24]([O:26][CH3:27])=[O:25])=[CH:22][CH:21]=1.Cl([O-])(=O)(=O)=O.[Li+].C(#N)C, predict the reaction product. The product is: [C:1]([C:3]1[CH:8]=[CH:7][C:6]([CH2:9][CH2:10][N:11]2[CH2:18][CH2:17][C:14]([CH2:16][NH:19][C:20]3[CH:21]=[CH:22][C:23]([C:24]([O:26][CH3:27])=[O:25])=[CH:28][CH:29]=3)([OH:15])[CH2:13][CH2:12]2)=[CH:5][CH:4]=1)#[N:2].